This data is from Full USPTO retrosynthesis dataset with 1.9M reactions from patents (1976-2016). The task is: Predict the reactants needed to synthesize the given product. (1) Given the product [CH3:1][C:2]1[CH2:7][CH2:6][N:5]([C:8]2[N:9]=[N:10][N:11]([CH3:13])[N:12]=2)[CH2:4][C:3]=1[C:14]1[CH:15]=[CH:16][C:17]([NH2:20])=[CH:18][CH:19]=1, predict the reactants needed to synthesize it. The reactants are: [CH3:1][C:2]1[CH2:7][CH2:6][N:5]([C:8]2[N:9]=[N:10][N:11]([CH3:13])[N:12]=2)[CH2:4][C:3]=1[C:14]1[CH:19]=[CH:18][C:17]([NH:20]C(=O)C)=[CH:16][CH:15]=1. (2) Given the product [N:31]([CH2:2][CH:3]1[CH2:7][N:6]([C:8]2[CH:9]=[N:10][N:11]3[CH2:16][C@H:15]([CH3:17])[N:14]([C:18]([O:20][C:21]([CH3:22])([CH3:23])[CH3:24])=[O:19])[CH2:13][C:12]=23)[C:5](=[O:25])[CH2:4]1)=[N+:32]=[N-:33], predict the reactants needed to synthesize it. The reactants are: O[CH2:2][CH:3]1[CH2:7][N:6]([C:8]2[CH:9]=[N:10][N:11]3[CH2:16][C@H:15]([CH3:17])[N:14]([C:18]([O:20][C:21]([CH3:24])([CH3:23])[CH3:22])=[O:19])[CH2:13][C:12]=23)[C:5](=[O:25])[CH2:4]1.CS(Cl)(=O)=O.[N-:31]=[N+:32]=[N-:33].[Na+].